From a dataset of Full USPTO retrosynthesis dataset with 1.9M reactions from patents (1976-2016). Predict the reactants needed to synthesize the given product. (1) Given the product [CH2:13]([O:12][C:10]([C:8]1[S:9][C:5]2[CH:4]=[CH:3][C:2]([N:1]([CH2:7][C:6]3[CH:15]=[CH:2][CH:3]=[CH:4][CH:5]=3)[CH2:16][C:17]3[CH:22]=[CH:21][CH:20]=[CH:19][CH:18]=3)=[CH:15][C:6]=2[CH:7]=1)=[O:11])[CH3:14], predict the reactants needed to synthesize it. The reactants are: [NH2:1][C:2]1[CH:3]=[CH:4][C:5]2[S:9][C:8]([C:10]([O:12][CH2:13][CH3:14])=[O:11])=[CH:7][C:6]=2[CH:15]=1.[CH2:16](Br)[C:17]1[CH:22]=[CH:21][CH:20]=[CH:19][CH:18]=1.C(=O)([O-])[O-].[K+].[K+]. (2) Given the product [Br:19][C:6]1[CH:5]=[C:4]2[C:9](=[CH:8][CH:7]=1)[N:1]([CH2:10][CH2:11][CH2:12][CH2:13][C:14]([O:16][CH2:17][CH3:18])=[O:15])[CH2:2][CH2:3]2, predict the reactants needed to synthesize it. The reactants are: [N:1]1([CH2:10][CH2:11][CH2:12][CH2:13][C:14]([O:16][CH2:17][CH3:18])=[O:15])[C:9]2[C:4](=[CH:5][CH:6]=[CH:7][CH:8]=2)[CH2:3][CH2:2]1.[Br-:19].[Br-].[Br-].C([N+](CCCC)(CCCC)CCCC)CCC.C([N+](CCCC)(CCCC)CCCC)CCC.C([N+](CCCC)(CCCC)CCCC)CCC.O. (3) Given the product [NH2:3][C:8]1[CH:12]=[CH:11][N:10]([CH2:13][CH2:14][O:15][C:16]2[CH:17]=[CH:18][C:19]([NH:22][C:23](=[O:38])[C:24]3[CH:29]=[CH:28][C:27]([CH3:30])=[N:26][C:25]=3[N:31]3[CH2:36][CH2:35][CH:34]([CH3:37])[CH2:33][CH2:32]3)=[CH:20][CH:21]=2)[N:9]=1, predict the reactants needed to synthesize it. The reactants are: CC1[N:3]([C:8]2[CH:12]=[CH:11][N:10]([CH2:13][CH2:14][O:15][C:16]3[CH:21]=[CH:20][C:19]([NH:22][C:23](=[O:38])[C:24]4[CH:29]=[CH:28][C:27]([CH3:30])=[N:26][C:25]=4[N:31]4[CH2:36][CH2:35][CH:34]([CH3:37])[CH2:33][CH2:32]4)=[CH:18][CH:17]=3)[N:9]=2)C(C)=CC=1.Cl.NO.C(N(CC)CC)C. (4) Given the product [C:8]([O:12][C:13]([NH:15][C@@:16]1([C:30]([O:32][C:33]([CH3:36])([CH3:35])[CH3:34])=[O:31])[CH:21]=[CH:20][C@@H:19]2[C@H:17]1[C@H:18]2[C:23]([O:25][C:26]([CH3:28])([CH3:27])[CH3:29])=[O:24])=[O:14])([CH3:11])([CH3:9])[CH3:10], predict the reactants needed to synthesize it. The reactants are: C(N(CC)CC)C.[C:8]([O:12][C:13]([NH:15][C@@:16]1([C:30]([O:32][C:33]([CH3:36])([CH3:35])[CH3:34])=[O:31])[CH2:21][C@H:20](O)[CH:19]2[CH:17]1[CH:18]2[C:23]([O:25][C:26]([CH3:29])([CH3:28])[CH3:27])=[O:24])=[O:14])([CH3:11])([CH3:10])[CH3:9].O1CCCC1.CC(C)([O-])C.[K+]. (5) The reactants are: [F:1][C:2]1[CH:3]=[C:4](/[CH:9]=[CH:10]/[C:11]([C:13]2[CH:14]=[CH:15][C:16](=[O:19])[NH:17][CH:18]=2)=[O:12])[CH:5]=[C:6]([F:8])[CH:7]=1.IC.[C:22](=O)([O-])[O-].[K+].[K+]. Given the product [F:8][C:6]1[CH:5]=[C:4](/[CH:9]=[CH:10]/[C:11]([C:13]2[CH:14]=[CH:15][C:16](=[O:19])[N:17]([CH3:22])[CH:18]=2)=[O:12])[CH:3]=[C:2]([F:1])[CH:7]=1, predict the reactants needed to synthesize it.